Dataset: Forward reaction prediction with 1.9M reactions from USPTO patents (1976-2016). Task: Predict the product of the given reaction. (1) Given the reactants [CH3:1][O:2][C:3](=[O:15])[C:4]1[CH:9]=[CH:8][C:7]([NH:10][CH3:11])=[C:6]([N+:12]([O-])=O)[CH:5]=1.C([O-])=O.[NH4+], predict the reaction product. The product is: [CH3:11][NH:10][C:7]1[CH:8]=[CH:9][C:4]([C:3]([O:2][CH3:1])=[O:15])=[CH:5][C:6]=1[NH2:12]. (2) Given the reactants C([O-])(=[O:3])C.[Na+].[Cl:6][C:7]1[CH:8]=[C:9]([CH2:25][C:26]([OH:28])=[O:27])[CH:10]=[C:11]([Cl:24])[C:12]=1[O:13][C:14]1[N:15]=[N:16][C:17](Cl)=[C:18]([CH:20]([CH3:22])[CH3:21])[CH:19]=1, predict the reaction product. The product is: [Cl:6][C:7]1[CH:8]=[C:9]([CH2:25][C:26]([OH:28])=[O:27])[CH:10]=[C:11]([Cl:24])[C:12]=1[O:13][C:14]1[CH:19]=[C:18]([CH:20]([CH3:22])[CH3:21])[C:17](=[O:3])[NH:16][N:15]=1. (3) Given the reactants [C:1]([O:5][C:6]([NH:8][CH2:9][CH:10]([OH:14])[C:11](O)=[O:12])=[O:7])([CH3:4])([CH3:3])[CH3:2].Cl.[CH3:16][NH:17][CH3:18].C1(N=C=NC2CCCCC2)CCCCC1, predict the reaction product. The product is: [CH3:16][N:17]([CH3:18])[C:11](=[O:12])[CH:10]([OH:14])[CH2:9][NH:8][C:6](=[O:7])[O:5][C:1]([CH3:4])([CH3:3])[CH3:2]. (4) Given the reactants C(Cl)Cl.[F:4][C:5]1[CH:6]=[C:7]([OH:12])[CH:8]=[C:9]([F:11])[CH:10]=1.[N+:13]([O-])([OH:15])=[O:14].[F:17][C:18]1[CH:19]=[C:20]([OH:28])[CH:21]=[C:22]([F:27])[C:23]=1[N+:24]([O-:26])=[O:25], predict the reaction product. The product is: [F:17][C:18]1[CH:19]=[C:20]([OH:28])[CH:21]=[C:22]([F:27])[C:23]=1[N+:24]([O-:26])=[O:25].[F:4][C:5]1[C:6]([N+:13]([O-:15])=[O:14])=[C:7]([OH:12])[CH:8]=[C:9]([F:11])[CH:10]=1. (5) Given the reactants [Br:1][C:2]1[CH:10]=[C:9]2[C:5]([C:6]([NH2:11])=[N:7][NH:8]2)=[CH:4][CH:3]=1.[C:12]1([CH:18]([C:24](OCC)=[O:25])[C:19](OCC)=[O:20])[CH:17]=[CH:16][CH:15]=[CH:14][CH:13]=1.C(N(CCCC)CCCC)CCC.[OH-].[Na+], predict the reaction product. The product is: [Br:1][C:2]1[CH:3]=[CH:4][C:5]2[C:9]([CH:10]=1)=[N:8][N:7]1[C:19]([OH:20])=[C:18]([C:12]3[CH:17]=[CH:16][CH:15]=[CH:14][CH:13]=3)[C:24]([OH:25])=[N:11][C:6]=21. (6) The product is: [NH2:1][C:4]1[CH:5]=[C:6]2[N:12]=[CH:11][S:10][C:7]2=[N:8][CH:9]=1. Given the reactants [N+:1]([C:4]1[CH:5]=[C:6]2[N:12]=[CH:11][S:10][C:7]2=[N:8][CH:9]=1)([O-])=O, predict the reaction product. (7) Given the reactants [H-].[Na+].[CH3:3]N(C=O)C.[F:8][C:9]1[CH:14]=[CH:13][C:12]([S:15]([NH:18][C@H:19]2[CH2:38][N:23]3[C:24]4[C:29]([C:30]([CH2:31][C:32]([O:34][CH2:35][CH2:36][CH3:37])=[O:33])=[C:22]3[CH2:21][CH2:20]2)=[CH:28][CH:27]=[CH:26][CH:25]=4)(=[O:17])=[O:16])=[CH:11][CH:10]=1, predict the reaction product. The product is: [F:8][C:9]1[CH:14]=[CH:13][C:12]([S:15]([N:18]([CH3:3])[C@H:19]2[CH2:38][N:23]3[C:24]4[C:29]([C:30]([CH2:31][C:32]([O:34][CH2:35][CH2:36][CH3:37])=[O:33])=[C:22]3[CH2:21][CH2:20]2)=[CH:28][CH:27]=[CH:26][CH:25]=4)(=[O:16])=[O:17])=[CH:11][CH:10]=1. (8) Given the reactants [CH3:1][O:2][C:3]1[CH:4]=[C:5]2[C:10](=[CH:11][C:12]=1[O:13][CH3:14])[N:9]=[CH:8][NH:7][C:6]2=O.S(Cl)([Cl:18])=O, predict the reaction product. The product is: [Cl:18][C:6]1[C:5]2[C:10](=[CH:11][C:12]([O:13][CH3:14])=[C:3]([O:2][CH3:1])[CH:4]=2)[N:9]=[CH:8][N:7]=1. (9) Given the reactants C[Si](C)(C)N[Si](C)(C)C.[Br:10][C:11]1[CH:12]=[C:13]([C:17](=O)[CH3:18])[CH:14]=[CH:15][CH:16]=1.[C:20](#[N:24])[CH2:21][C:22]#[N:23], predict the reaction product. The product is: [Br:10][C:11]1[CH:12]=[C:13]([C:17](=[C:21]([C:20]#[N:24])[C:22]#[N:23])[CH3:18])[CH:14]=[CH:15][CH:16]=1. (10) Given the reactants [NH2:1][C:2]1[N:3]=[N:4][N:5]([CH2:7][O:8][CH3:9])[N:6]=1.[C:10]1([CH:16]([C:20]2[CH:25]=[CH:24][CH:23]=[CH:22][CH:21]=2)[C:17](Cl)=[O:18])[CH:15]=[CH:14][CH:13]=[CH:12][CH:11]=1, predict the reaction product. The product is: [CH3:9][O:8][CH2:7][N:5]1[N:4]=[N:3][C:2]([NH:1][C:17](=[O:18])[CH:16]([C:10]2[CH:15]=[CH:14][CH:13]=[CH:12][CH:11]=2)[C:20]2[CH:25]=[CH:24][CH:23]=[CH:22][CH:21]=2)=[N:6]1.